From a dataset of Forward reaction prediction with 1.9M reactions from USPTO patents (1976-2016). Predict the product of the given reaction. (1) Given the reactants [N:1]1([CH2:14][CH2:15][CH2:16][CH2:17][OH:18])[C:13]2[C:12]3[CH:11]=[CH:10][CH:9]=[CH:8][C:7]=3[N:6]=[CH:5][C:4]=2[N:3]=[CH:2]1.CS(C)=O.C(Cl)(=O)C(Cl)=O.C(N(CC)CC)C, predict the reaction product. The product is: [N:1]1([CH2:14][CH2:15][CH2:16][CH:17]=[O:18])[C:13]2[C:12]3[CH:11]=[CH:10][CH:9]=[CH:8][C:7]=3[N:6]=[CH:5][C:4]=2[N:3]=[CH:2]1. (2) The product is: [C:28]1([S:34]([NH:18][C:15]2[CH:16]=[CH:17][C:12]([CH2:11][N:8]3[C:9]([CH3:10])=[C:5]([CH2:4][C:3]([OH:2])=[O:20])[C:6]([CH3:19])=[N:7]3)=[CH:13][CH:14]=2)(=[O:36])=[O:35])[CH:33]=[CH:32][CH:31]=[CH:30][CH:29]=1. Given the reactants C[O:2][C:3](=[O:20])[CH2:4][C:5]1[C:6]([CH3:19])=[N:7][N:8]([CH2:11][C:12]2[CH:17]=[CH:16][C:15]([NH2:18])=[CH:14][CH:13]=2)[C:9]=1[CH3:10].C(N(CC)CC)C.[C:28]1([S:34](Cl)(=[O:36])=[O:35])[CH:33]=[CH:32][CH:31]=[CH:30][CH:29]=1, predict the reaction product. (3) Given the reactants [Br:1][C:2]1[CH:3]=[C:4]([CH:8]=[CH:9][C:10]=1[Cl:11])[C:5](O)=[O:6].[CH3:12][N:13](C)C=O.C(Cl)(=O)C(Cl)=O.CN, predict the reaction product. The product is: [Br:1][C:2]1[CH:3]=[C:4]([CH:8]=[CH:9][C:10]=1[Cl:11])[C:5]([NH:13][CH3:12])=[O:6]. (4) Given the reactants [O:1]=O.CN(CCCC)C.[CH2:15](N[CH2:15][CH2:16][CH2:17][CH3:18])[CH2:16][CH2:17][CH3:18].[C:19]1([CH3:25])[CH:24]=CC=C[CH:20]=1, predict the reaction product. The product is: [CH3:25][C:19]1[CH:20]=[CH:15][CH:16]=[C:17]([CH3:18])[C:24]=1[OH:1]. (5) Given the reactants [CH2:1]([N:4]([CH3:20])[CH2:5][CH2:6][CH2:7][C:8]#[C:9][C:10]1[CH:11]=[C:12]2[C:16](=[CH:17][CH:18]=1)[NH:15][CH:14]=[C:13]2[CH3:19])[CH:2]=[CH2:3].[Br:21][C:22]1[CH:27]=[CH:26][C:25](F)=[CH:24][CH:23]=1, predict the reaction product. The product is: [CH2:1]([N:4]([CH2:5][CH2:6][CH2:7][C:8]#[C:9][C:10]1[CH:11]=[C:12]2[C:16](=[CH:17][CH:18]=1)[N:15]([C:25]1[CH:26]=[CH:27][C:22]([Br:21])=[CH:23][CH:24]=1)[CH:14]=[C:13]2[CH3:19])[CH3:20])[CH:2]=[CH2:3]. (6) Given the reactants Cl[C:2]1[C:7]2[CH2:8][N:9]([CH:12]([C:14]3[CH:15]=[N:16][C:17]([O:21][CH2:22][C:23]([F:26])([F:25])[F:24])=[C:18]([CH3:20])[CH:19]=3)[CH3:13])[C:10](=[O:11])[C:6]=2[CH:5]=[CH:4][N:3]=1.C1(P(C2C=CC=CC=2)CCCP(C2C=CC=CC=2)C2C=CC=CC=2)C=CC=CC=1.C(N(CC)CC)C.CN([CH:66]=[O:67])C.[CH3:68][OH:69], predict the reaction product. The product is: [CH3:20][C:18]1[CH:19]=[C:14]([CH:12]([N:9]2[C:10](=[O:11])[C:6]3[CH:5]=[CH:4][N:3]=[C:2]([C:68]([O:67][CH3:66])=[O:69])[C:7]=3[CH2:8]2)[CH3:13])[CH:15]=[N:16][C:17]=1[O:21][CH2:22][C:23]([F:26])([F:25])[F:24]. (7) The product is: [Br:1][C:2]1[CH:3]=[N:4][CH:5]=[CH:6][C:7]=1[NH:10][NH2:11]. Given the reactants [Br:1][C:2]1[CH:3]=[N:4][CH:5]=[CH:6][C:7]=1Cl.O.[NH2:10][NH2:11], predict the reaction product.